From a dataset of Forward reaction prediction with 1.9M reactions from USPTO patents (1976-2016). Predict the product of the given reaction. Given the reactants [N+:1]([C:4]1[NH:8][N:7]=[CH:6][C:5]=1[C:9]([O:11][CH2:12][CH3:13])=[O:10])([O-:3])=[O:2].C(=O)([O-])[O-].[K+].[K+].[CH2:20](Br)[C:21]1[CH:26]=[CH:25][CH:24]=[CH:23][CH:22]=1.[I-].[K+], predict the reaction product. The product is: [CH2:20]([N:7]1[CH:6]=[C:5]([C:9]([O:11][CH2:12][CH3:13])=[O:10])[C:4]([N+:1]([O-:3])=[O:2])=[N:8]1)[C:21]1[CH:26]=[CH:25][CH:24]=[CH:23][CH:22]=1.